Dataset: NCI-60 drug combinations with 297,098 pairs across 59 cell lines. Task: Regression. Given two drug SMILES strings and cell line genomic features, predict the synergy score measuring deviation from expected non-interaction effect. (1) Drug 1: C1CC(=O)NC(=O)C1N2CC3=C(C2=O)C=CC=C3N. Drug 2: C1=CC(=CC=C1CCC2=CNC3=C2C(=O)NC(=N3)N)C(=O)NC(CCC(=O)O)C(=O)O. Cell line: SW-620. Synergy scores: CSS=15.5, Synergy_ZIP=-1.20, Synergy_Bliss=-4.24, Synergy_Loewe=-1.57, Synergy_HSA=-2.07. (2) Drug 1: C1=CC(=CC=C1CC(C(=O)O)N)N(CCCl)CCCl.Cl. Drug 2: CC1C(C(=O)NC(C(=O)N2CCCC2C(=O)N(CC(=O)N(C(C(=O)O1)C(C)C)C)C)C(C)C)NC(=O)C3=C4C(=C(C=C3)C)OC5=C(C(=O)C(=C(C5=N4)C(=O)NC6C(OC(=O)C(N(C(=O)CN(C(=O)C7CCCN7C(=O)C(NC6=O)C(C)C)C)C)C(C)C)C)N)C. Cell line: KM12. Synergy scores: CSS=11.8, Synergy_ZIP=0.150, Synergy_Bliss=5.56, Synergy_Loewe=5.96, Synergy_HSA=5.95. (3) Drug 1: CC1C(C(CC(O1)OC2CC(CC3=C2C(=C4C(=C3O)C(=O)C5=C(C4=O)C(=CC=C5)OC)O)(C(=O)C)O)N)O.Cl. Drug 2: C1=CN(C=N1)CC(O)(P(=O)(O)O)P(=O)(O)O. Cell line: HOP-92. Synergy scores: CSS=3.06, Synergy_ZIP=-8.51, Synergy_Bliss=-16.5, Synergy_Loewe=-14.7, Synergy_HSA=-14.5. (4) Drug 1: CCC1=C2CN3C(=CC4=C(C3=O)COC(=O)C4(CC)O)C2=NC5=C1C=C(C=C5)O. Drug 2: CC1C(C(CC(O1)OC2CC(OC(C2O)C)OC3=CC4=CC5=C(C(=O)C(C(C5)C(C(=O)C(C(C)O)O)OC)OC6CC(C(C(O6)C)O)OC7CC(C(C(O7)C)O)OC8CC(C(C(O8)C)O)(C)O)C(=C4C(=C3C)O)O)O)O. Cell line: RPMI-8226. Synergy scores: CSS=17.6, Synergy_ZIP=-3.74, Synergy_Bliss=-0.338, Synergy_Loewe=-8.78, Synergy_HSA=-1.17.